From a dataset of Reaction yield outcomes from USPTO patents with 853,638 reactions. Predict the reaction yield, written as a fraction of the theoretical maximum amount of product (1.0 means a 100% yield; for example, 0.34 means a 34% yield). (1) The catalyst is CN(C)C=O. The reactants are Br[C:2]1[CH:14]=[C:13]2[C:5]([C:6]3[CH:7]=[CH:8][C:9]([N:19]4[CH2:24][CH2:23][CH2:22][CH2:21][CH2:20]4)=[CH:10][C:11]=3[C:12]2([CH2:17][CH3:18])[CH2:15][CH3:16])=[CH:4][CH:3]=1.[O:25]1CCC[CH2:26]1.C([Li])CCC. The yield is 0.300. The product is [CH2:15]([C:12]1([CH2:17][CH3:18])[C:13]2[CH:14]=[C:2]([CH:26]=[O:25])[CH:3]=[CH:4][C:5]=2[C:6]2[C:11]1=[CH:10][C:9]([N:19]1[CH2:24][CH2:23][CH2:22][CH2:21][CH2:20]1)=[CH:8][CH:7]=2)[CH3:16]. (2) The reactants are Br[C:2]1[CH:3]=[C:4]([C:8]2[N:13]3[N:14]=[CH:15][C:16]([C:17]([C:19]4[S:20][CH:21]=[CH:22][CH:23]=4)=[O:18])=[C:12]3[N:11]=[CH:10][CH:9]=2)[CH:5]=[CH:6][CH:7]=1.C([O-])([O-])=O.[Na+].[Na+].O.CO[CH2:33][CH2:34]OC. The catalyst is CCO.C(Cl)(Cl)Cl.C1C=CC([P]([Pd]([P](C2C=CC=CC=2)(C2C=CC=CC=2)C2C=CC=CC=2)([P](C2C=CC=CC=2)(C2C=CC=CC=2)C2C=CC=CC=2)[P](C2C=CC=CC=2)(C2C=CC=CC=2)C2C=CC=CC=2)(C2C=CC=CC=2)C2C=CC=CC=2)=CC=1. The product is [CH3:10][N:11]([CH3:12])[C:34]1[CH:33]=[CH:6][C:7]([C:2]2[CH:7]=[CH:6][CH:5]=[C:4]([C:8]3[N:13]4[N:14]=[CH:15][C:16]([C:17]([C:19]5[S:20][CH:21]=[CH:22][CH:23]=5)=[O:18])=[C:12]4[N:11]=[CH:10][CH:9]=3)[CH:3]=2)=[CH:2][CH:3]=1. The yield is 0.720. (3) The reactants are [C:1]1([C:7]2[N:11]([CH2:12][C:13]3[CH:18]=[CH:17][C:16]([C:19]([F:22])([F:21])[F:20])=[CH:15][CH:14]=3)[C:10]([C:23]3[CH:24]=[C:25]4[C:30](=[CH:31][CH:32]=3)[CH:29]=[C:28]([O:33][CH2:34][C:35]3[CH:44]=[CH:43][C:38]([C:39]([O:41]C)=[O:40])=[CH:37][CH:36]=3)[CH:27]=[CH:26]4)=[CH:9][CH:8]=2)[CH:6]=[CH:5][CH:4]=[CH:3][CH:2]=1.[OH-].[Na+]. The catalyst is C1COCC1.CO.O. The product is [C:1]1([C:7]2[N:11]([CH2:12][C:13]3[CH:14]=[CH:15][C:16]([C:19]([F:20])([F:21])[F:22])=[CH:17][CH:18]=3)[C:10]([C:23]3[CH:24]=[C:25]4[C:30](=[CH:31][CH:32]=3)[CH:29]=[C:28]([O:33][CH2:34][C:35]3[CH:36]=[CH:37][C:38]([C:39]([OH:41])=[O:40])=[CH:43][CH:44]=3)[CH:27]=[CH:26]4)=[CH:9][CH:8]=2)[CH:2]=[CH:3][CH:4]=[CH:5][CH:6]=1. The yield is 0.950. (4) The reactants are [O:1]=[C:2]1[C:8]2[CH:9]=[CH:10][C:11]([C:13]([OH:15])=[O:14])=[CH:12][C:7]=2[CH2:6][CH2:5][C:4]2[CH:16]=[CH:17][CH:18]=[CH:19][C:3]1=2.C(OCC)(OCC)O[CH2:22][CH3:23].S(=O)(=O)(O)O. The catalyst is C(O)C.C(OCC)(=O)C. The product is [O:1]=[C:2]1[C:8]2[CH:9]=[CH:10][C:11]([C:13]([O:15][CH2:22][CH3:23])=[O:14])=[CH:12][C:7]=2[CH2:6][CH2:5][C:4]2[CH:16]=[CH:17][CH:18]=[CH:19][C:3]1=2. The yield is 0.940. (5) The reactants are [O:1]=[C:2]([CH3:9])[CH2:3][C:4]([O:6][CH2:7][CH3:8])=[O:5].[H-].[Na+].Br[CH:13]([CH3:22])[C:14]([C:16]1[CH:21]=[CH:20][CH:19]=[CH:18][CH:17]=1)=[O:15]. No catalyst specified. The product is [C:2]([CH:3]([CH:13]([CH3:22])[C:14](=[O:15])[C:16]1[CH:21]=[CH:20][CH:19]=[CH:18][CH:17]=1)[C:4]([O:6][CH2:7][CH3:8])=[O:5])(=[O:1])[CH3:9]. The yield is 0.900.